This data is from Serine/threonine kinase 33 screen with 319,792 compounds. The task is: Binary Classification. Given a drug SMILES string, predict its activity (active/inactive) in a high-throughput screening assay against a specified biological target. (1) The result is 0 (inactive). The drug is s1nc(NC(=O)c2c(OC)cccc2)nc1c1ccccc1. (2) The molecule is O(CC(=O)N1CCCC1)C(=O)c1ccc(N(C)C)cc1. The result is 0 (inactive). (3) The result is 0 (inactive). The compound is O=C(Nc1cc(cc(c1)C)C)C1CCN(CC1)C(=O)C. (4) The molecule is Fc1c(Oc2ncnc3[nH]cc(c23)c2cc(NC(=O)/C=C\CN(C)C)ccc2)ccc(NC(=O)CC(=O)Nc2ccc(F)cc2)c1. The result is 1 (active). (5) The molecule is o1nc(nc1CN(CCc1c[nH]nc1)C)Cc1ccccc1. The result is 0 (inactive). (6) The molecule is S=c1n(Cc2ccc(cc2)C(=O)NCC=C)c(=O)c2c([nH]1)cc1OCOc1c2. The result is 0 (inactive). (7) The molecule is S(=O)(=O)(N1CC(CCC1)C(=O)c1cc(F)c(cc1)c1ccccc1)N(C)C. The result is 0 (inactive). (8) The result is 1 (active). The compound is O(c1ccc(/C=C\c2n(c3c(n2)cccc3)C)cc1)C. (9) The molecule is Brc1cc(C(OC(CN2CCOCC2)C)=O)ccc1. The result is 0 (inactive). (10) The compound is Brc1c(CN2CCN(CC2)C(=O)c2ccccc2)cccc1. The result is 0 (inactive).